The task is: Binary Classification. Given a drug SMILES string, predict its activity (active/inactive) in a high-throughput screening assay against a specified biological target.. This data is from Orexin1 receptor HTS with 218,158 compounds and 233 confirmed actives. The compound is Fc1c(C(=O)/C=C\N(C)C)cccc1. The result is 0 (inactive).